From a dataset of Experimentally validated miRNA-target interactions with 360,000+ pairs, plus equal number of negative samples. Binary Classification. Given a miRNA mature sequence and a target amino acid sequence, predict their likelihood of interaction. (1) The miRNA is hsa-miR-30a-3p with sequence CUUUCAGUCGGAUGUUUGCAGC. The protein sequence of the target gene is MARFGEAVVARPGSGDGDSDQSRNRQGTPVPASGQAAAYKQTKAQRARTMALYNPIPVRQNCFTVNRSLFIFGEDNIVRKYAKKLIDWPPFEYMILATIIANCIVLALEQHLPEDDKTPMSRRLEKTEPYFIGIFCFEAGIKIVALGFIFHKGSYLRNGWNVMDFIVVLSGILATAGTHFNTHVDLRTLRAVRVLRPLKLVSGIPSLQIVLKSIMKAMVPLLQIGLLLFFAILMFAIIGLEFYSGKLHRACFMNNSGILEGFDPPHPCGVQGCPAGYECKDWIGPNDGITQFDNILFAVL.... Result: 1 (interaction). (2) The miRNA is hsa-miR-320c with sequence AAAAGCUGGGUUGAGAGGGU. The protein sequence of the target gene is MGLLSILRKLKSAPDQEVRILLLGLDNAGKTTLLKQLASEDISHITPTQGFNIKSVQSQGFKLNVWDIGGQRKIRPYWKNYFENTDILIYVIDSADRKRFEETGQELAELLEEEKLSCVPVLIFANKQDLLTAAPASEIAEGLNLHTIRDRVWQIQSCSALTGEGVQDGMNWVCKNVNAKKK. Result: 1 (interaction). (3) The miRNA is hsa-miR-215-5p with sequence AUGACCUAUGAAUUGACAGAC. The protein sequence of the target gene is MSQQDAVAALSERLLVAAYKGQTENVVQLINKGARVAVTKHGRTPLHLAANKGHLPVVQILLKAGCDLDVQDDGDQTALHRATVVGNTEIIAALIHEGCALDRQDKDGNTALHEASWHGFSQSAKLLIKAGANVLAKNKAGNTALHLACQNSHSQSTRVLLLAGSRADLKNNAGDTCLHVAARYNHLSIIRLLLTAFCSVHEKNQAGDTALHVAAALNHKKVAKILLEAGADTTIVNNAGQTPLETARYHNNPEVALLLTKAPQVLRFSRGRSLRKKRERLKEERRAQSVPRDEVAQSKG.... Result: 1 (interaction). (4) The miRNA is hsa-miR-32-5p with sequence UAUUGCACAUUACUAAGUUGCA. The protein sequence of the target gene is MNHLEGSAEVEVTDEAAGGEVNESVEADLEHPEVEEEQQQPPQQQHYVGRHQRGRALEDLRAQLGQEEEERGECLARSASTESGFHNHTDTAEGDVIAAARDGYDAERAQDPEDESAYAVQYRPEAEEYTEQAEAEHAEATHRRALPNHLHFHSLEHEEAMNAAYSGYVYTHRLFHRGEDEPYSEPYADYGGLQEHVYEEIGDAPELDARDGLRLYEQERDEAAAYRQEALGARLHHYDERSDGESDSPEKEAEFAPYPRMDSYEQEEDIDQIVAEVKQSMSSQSLDKAAEDMPEAEQDL.... Result: 0 (no interaction). (5) Result: 0 (no interaction). The protein sequence of the target gene is MASRAGPRAAGTDGSDFQHRERVAMHYQMSVTLKYEIKKLIYVHLVIWLLLVAKMSVGHLRLLSHDQVAMPYQWEYPYLLSIVPSVLGLLSFPRNNISYLVLSMISMGLFSIAPLIYGSMEMFPAAQQLYRHGKAYRFLFGFSAVSVMYLVLVLAVQVHAWQLYYSKKLLDSWFTSTQEKKRK. The miRNA is hsa-miR-6820-5p with sequence UGCGGCAGAGCUGGGGUCA. (6) The miRNA is hsa-let-7i-3p with sequence CUGCGCAAGCUACUGCCUUGCU. The protein sequence of the target gene is MASGGNQSPPPPPAAAASSEEEEEDGDAADRAQPAGSPSHQIQQRFEELCSRLNMDEAARAEAWSSYRSMSESYTLEGNDLHWLACALYVACRKSVPTVSKGTAEGNYVSLTRILRCSEQSLIEFFNKMKKWEDMANLPPHFRERTERLERNFTVSAVIFKKYEPIFQDIFKYPQEEQPRQQRGRKQRRQPCTTSEIFHFCWVLFIYAKGNFPMISDDLVNSYHLLLCALDLVYGNALQCSNRKELVNPNFKGLSEDCHPKDSKASSDPPCVIEKLCSLHDGLVLEAKGIKEHFWKPYIR.... Result: 0 (no interaction). (7) The miRNA is hsa-miR-7113-5p with sequence UCCAGGGAGACAGUGUGUGAG. The protein sequence of the target gene is MNEPTVQPSRTSSAPASPASPRGWSDFCEQHAAAAARELARQYWLFARAHPQPPRADLVSLQFAELFQRHFCREVRESLAGPPGHDYRATAPPRPALPKARSSEDLGPRPACALQHLRRGLRQLFRRRSAGELPGATSDTNDIDTTAASRPGPARKLLPWGLREPPTEALKEVVLRYSLADEAAMDSGARWQRGRLVLRSPGPGHSHFLQLFDPPKSSKPKLQEACSSIREVRPCTRLEMPDNLYTFVLKVQDQTDIIFEVGDEQQLNSWLAELRASTGLGLEHPDTELPLSLAAEPGPA.... Result: 0 (no interaction). (8) The miRNA is mmu-miR-466b-5p with sequence UGAUGUGUGUGUACAUGUACAU. The protein sequence of the target gene is MRMTMEEMKNEAETTSMVSMPLYAVMYPVFNELERVNLSAAQTLRAAFIKAEKENPGLTQDIIMKILEKKSVEVNFTESLLRMAADDVEEYMIERPEPEFQDLNEKARALKQILSKIPDEINDRVRFLQTIKDIASAIKELLDTVNNVFKKYQYQNRRALEHQKKEFVKYSKSFSDTLKTYFKDGKAINVFISANRLIHQTNLILQTFKTVA. Result: 0 (no interaction). (9) The miRNA is bta-miR-145 with sequence GUCCAGUUUUCCCAGGAAUCCCU. The protein sequence of the target gene is MAEGNTLISVDYEIFGKVQGVFFRKHTQAEGKKLGLVGWVQNTDRGTVQGQLQGPISKVRHMQEWLETRGSPKSHIDKANFNNEKVILKLDYSDFQIVK. Result: 0 (no interaction).